This data is from Forward reaction prediction with 1.9M reactions from USPTO patents (1976-2016). The task is: Predict the product of the given reaction. (1) Given the reactants Cl[C:2]1[C:3]([CH3:22])=[N:4][C:5]2[C:10]([N:11]=1)=[C:9]([C:12]1[NH:20][C:19]3[CH2:18][CH2:17][NH:16][C:15](=[O:21])[C:14]=3[CH:13]=1)[CH:8]=[CH:7][CH:6]=2.[C:23]1([CH3:32])[CH:28]=[CH:27][CH:26]=[CH:25][C:24]=1B(O)O.C([O-])([O-])=O.[Na+].[Na+].CO.C(Cl)Cl, predict the reaction product. The product is: [CH3:22][C:3]1[C:2]([C:24]2[CH:25]=[CH:26][CH:27]=[CH:28][C:23]=2[CH3:32])=[N:11][C:10]2[C:5](=[CH:6][CH:7]=[CH:8][C:9]=2[C:12]2[NH:20][C:19]3[CH2:18][CH2:17][NH:16][C:15](=[O:21])[C:14]=3[CH:13]=2)[N:4]=1. (2) Given the reactants [NH2:1][CH2:2][C@@H:3]1[CH2:7][N:6]([CH2:8][CH2:9][C:10]2[C:19]3[C:14](=[CH:15][CH:16]=[C:17]([O:20][CH3:21])[N:18]=3)[N:13]=[CH:12][C:11]=2[F:22])[CH2:5][C@H:4]1[OH:23].[O:24]=[C:25]1[NH:30][C:29]2[N:31]=[C:32]([CH:35]=O)[CH:33]=[CH:34][C:28]=2[S:27][CH2:26]1.[BH-](OC(C)=O)(OC(C)=O)OC(C)=O.[Na+], predict the reaction product. The product is: [F:22][C:11]1[CH:12]=[N:13][C:14]2[C:19]([C:10]=1[CH2:9][CH2:8][N:6]1[CH2:5][C@@H:4]([OH:23])[C@H:3]([CH2:2][NH:1][CH2:35][C:32]3[CH:33]=[CH:34][C:28]4[S:27][CH2:26][C:25](=[O:24])[NH:30][C:29]=4[N:31]=3)[CH2:7]1)=[N:18][C:17]([O:20][CH3:21])=[CH:16][CH:15]=2. (3) Given the reactants [Cl:1][C:2]1[N:7]=[C:6](Cl)[CH:5]=[C:4]([C:9]2[CH:14]=[CH:13][CH:12]=[CH:11][CH:10]=2)[N:3]=1.CCN(C(C)C)C(C)C.[CH3:24][C@H:25]([NH2:32])[C:26]1[CH:31]=[CH:30][CH:29]=[CH:28][CH:27]=1, predict the reaction product. The product is: [Cl:1][C:2]1[N:7]=[C:6]([NH:32][C@H:25]([C:26]2[CH:31]=[CH:30][CH:29]=[CH:28][CH:27]=2)[CH3:24])[CH:5]=[C:4]([C:9]2[CH:14]=[CH:13][CH:12]=[CH:11][CH:10]=2)[N:3]=1. (4) The product is: [O:17]1[CH2:21][CH2:20][CH:19]([CH2:22][NH:23][C:24]([C:26]2[C:30]([CH:13]=[O:12])=[C:29]([CH2:31][O:32][CH2:33][C:34]3[CH:39]=[CH:38][CH:37]=[C:36]([F:40])[CH:35]=3)[O:28][N:27]=2)=[O:25])[CH2:18]1. Given the reactants CCCCCC.C([Li])CCC.[O:12]1CCC[CH2:13]1.[O:17]1[CH2:21][CH2:20][CH:19]([CH2:22][NH:23][C:24]([C:26]2[CH:30]=[C:29]([CH2:31][O:32][CH2:33][C:34]3[CH:39]=[CH:38][CH:37]=[C:36]([F:40])[CH:35]=3)[O:28][N:27]=2)=[O:25])[CH2:18]1.Cl, predict the reaction product. (5) Given the reactants [N+:1]([C:4]1[CH:5]=[CH:6][CH:7]=[C:8]2[C:12]=1[NH:11][CH:10]=[CH:9]2)([O-:3])=[O:2].[CH:13]([C:16]1[CH:17]=[C:18]([CH:21]=[CH:22][C:23]=1[O:24][Si:25]([CH:32]([CH3:34])[CH3:33])([CH:29]([CH3:31])[CH3:30])[CH:26]([CH3:28])[CH3:27])[CH:19]=O)([CH3:15])[CH3:14].FC(F)(F)C(O)=O.C([SiH](CC)CC)C.[OH-].[Na+], predict the reaction product. The product is: [CH:13]([C:16]1[CH:17]=[C:18]([CH:21]=[CH:22][C:23]=1[O:24][Si:25]([CH:32]([CH3:34])[CH3:33])([CH:29]([CH3:31])[CH3:30])[CH:26]([CH3:28])[CH3:27])[CH2:19][C:9]1[C:8]2[C:12](=[C:4]([N+:1]([O-:3])=[O:2])[CH:5]=[CH:6][CH:7]=2)[NH:11][CH:10]=1)([CH3:15])[CH3:14]. (6) Given the reactants [C:1]([OH:7])(=O)/[CH:2]=[CH:3]/[CH2:4][CH3:5].CN1CCOCC1.ClC(OCC(C)C)=O.[F:23][C:24]1[CH:29]=[CH:28][C:27]([CH2:30][CH2:31][NH2:32])=[CH:26][CH:25]=1, predict the reaction product. The product is: [F:23][C:24]1[CH:29]=[CH:28][C:27]([CH2:30][CH2:31][NH:32][C:1](=[O:7])/[CH:2]=[CH:3]/[CH2:4][CH3:5])=[CH:26][CH:25]=1. (7) The product is: [N:7]1[CH:12]=[CH:11][C:10]([CH2:13][CH:14]([CH3:18])[C:15]([NH2:19])=[O:16])=[CH:9][CH:8]=1. Given the reactants C(Cl)(=O)C(Cl)=O.[N:7]1[CH:12]=[CH:11][C:10]([CH2:13][CH:14]([CH3:18])[C:15](O)=[O:16])=[CH:9][CH:8]=1.[NH3:19], predict the reaction product. (8) The product is: [CH3:18][O:17][C:10]1[CH:9]=[C:8]([CH2:7][C:19]#[N:20])[CH:13]=[CH:12][C:11]=1[N+:14]([O-:16])=[O:15]. Given the reactants C(OC(=O)[CH:7]([C:19]#[N:20])[C:8]1[CH:13]=[CH:12][C:11]([N+:14]([O-:16])=[O:15])=[C:10]([O:17][CH3:18])[CH:9]=1)(C)(C)C.C(Cl)Cl.FC(F)(F)C(O)=O, predict the reaction product. (9) Given the reactants FC(F)(F)C(O)=O.[O:8]=[C:9]([N:19]1[CH2:24][CH2:23][C:22]2[N:25]=[C:26]([C:28]3[CH:33]=[CH:32][C:31]([O:34][C@H:35]4[CH2:38][C@H:37]([N:39]5[CH2:44][CH2:43][CH2:42][CH2:41][CH2:40]5)[CH2:36]4)=[CH:30][CH:29]=3)[S:27][C:21]=2[CH2:20]1)[CH2:10][NH:11]C(=O)OC(C)(C)C.C(=O)([O-])[O-].[K+].[K+], predict the reaction product. The product is: [O:8]=[C:9]([N:19]1[CH2:24][CH2:23][C:22]2[N:25]=[C:26]([C:28]3[CH:29]=[CH:30][C:31]([O:34][C@H:35]4[CH2:36][C@H:37]([N:39]5[CH2:40][CH2:41][CH2:42][CH2:43][CH2:44]5)[CH2:38]4)=[CH:32][CH:33]=3)[S:27][C:21]=2[CH2:20]1)[CH2:10][NH2:11].